This data is from Full USPTO retrosynthesis dataset with 1.9M reactions from patents (1976-2016). The task is: Predict the reactants needed to synthesize the given product. (1) Given the product [C:1]([C:5]1[O:9][N:8]=[C:7]([CH:10]=[O:11])[CH:6]=1)([CH3:4])([CH3:2])[CH3:3], predict the reactants needed to synthesize it. The reactants are: [C:1]([C:5]1[O:9][N:8]=[C:7]([CH2:10][OH:11])[CH:6]=1)([CH3:4])([CH3:3])[CH3:2]. (2) Given the product [NH2:1][C:2]1[NH:3][C:4](=[O:20])[C:5]2[N:6]([CH2:21][C:22]3[CH:27]=[CH:26][CH:25]=[CH:24][CH:23]=3)[CH:7]=[N:8][C:9]=2[N:10]=1, predict the reactants needed to synthesize it. The reactants are: [NH2:1][C:2]1[NH:3][C:4](=[O:20])[C:5]2[N:6]=[CH:7][N:8]([C@H]3C[C@@H](CO)[C@H](O)[C@@H]3O)[C:9]=2[N:10]=1.[CH2:21](Br)[C:22]1[CH:27]=[CH:26][CH:25]=[CH:24][CH:23]=1.Cl.[OH-].[Na+]. (3) Given the product [Br:32][C:20]1[CH:21]=[C:22]2[C:17](=[CH:18][CH:19]=1)[NH:16][CH:15]=[C:14]2[CH2:13][C:12]([NH:11][C:10]([NH:9][CH2:8][C:6]1[CH:7]=[CH:2][C:3]([N:28]2[CH2:51][CH2:52][N:53]([CH3:54])[CH2:30][CH2:29]2)=[C:4]([Cl:27])[CH:5]=1)=[NH:26])=[O:25], predict the reactants needed to synthesize it. The reactants are: Cl[C:2]1[CH:7]=[C:6]([CH2:8][NH:9][C:10]([NH2:26])=[N:11][C:12](=[O:25])[CH2:13][C:14]2[C:22]3[C:17](=[CH:18][CH:19]=[C:20](OC)[CH:21]=3)[NH:16][CH:15]=2)[CH:5]=[C:4]([Cl:27])[C:3]=1[NH:28][C:29](=O)[CH3:30].[Br:32]C1C=C2C(=CC=1)NC=C2CC(O)=O.COC1C=C2[C:54](=CC=1)[NH:53][CH:52]=[C:51]2CC(N(C(SC)=N)C(=O)OC(C)(C)C)=O.ClC1C=C(CN)C=CC=1N1CCN(C)CC1.